Regression. Given two drug SMILES strings and cell line genomic features, predict the synergy score measuring deviation from expected non-interaction effect. From a dataset of NCI-60 drug combinations with 297,098 pairs across 59 cell lines. Drug 1: C1=CC(=CC=C1CC(C(=O)O)N)N(CCCl)CCCl.Cl. Drug 2: CCCCCOC(=O)NC1=NC(=O)N(C=C1F)C2C(C(C(O2)C)O)O. Cell line: MDA-MB-231. Synergy scores: CSS=17.6, Synergy_ZIP=-4.67, Synergy_Bliss=2.94, Synergy_Loewe=-1.23, Synergy_HSA=2.94.